This data is from HIV replication inhibition screening data with 41,000+ compounds from the AIDS Antiviral Screen. The task is: Binary Classification. Given a drug SMILES string, predict its activity (active/inactive) in a high-throughput screening assay against a specified biological target. (1) The drug is CON(C)C(=O)C1CC1(C)CO. The result is 0 (inactive). (2) The molecule is C=C1CC2(CCOc3ccccc32)OC1=O. The result is 0 (inactive). (3) The drug is COc1cc(N=Nc2ccccc2)ccc1NCS(=O)(=O)O. The result is 0 (inactive). (4) The drug is O=C1CC(=O)NC(NN2C(=O)CSC2c2ccc(Cl)c(Cl)c2)=N1. The result is 0 (inactive). (5) The compound is CCCCN1C(=O)c2cc(O)nc(O)c2C1C. The result is 0 (inactive). (6) The molecule is O=C(NNc1nc(-c2ccccc2)cs1)C(F)(F)F. The result is 0 (inactive). (7) The result is 0 (inactive). The compound is O=c1oc2cc(O)ccc2c(O)c1C(c1ccccc1)c1c(O)c2ccc(O)cc2oc1=O.